From a dataset of Reaction yield outcomes from USPTO patents with 853,638 reactions. Predict the reaction yield, written as a fraction of the theoretical maximum amount of product (1.0 means a 100% yield; for example, 0.34 means a 34% yield). (1) The reactants are [CH3:1][O:2][C:3]([C:5]1[S:6][C:7]([C:14]2[CH:19]=[CH:18][CH:17]=[C:16]([F:20])[CH:15]=2)=[CH:8][C:9]=1[NH:10][CH:11]([CH3:13])[CH3:12])=[O:4].Cl[C:22]([CH:24]1[CH2:29][CH2:28][CH:27]([CH3:30])[CH2:26][CH:25]1[O:31][C:32](=[O:34])[CH3:33])=[O:23].C1(P(C2C=CC=CC=2)C2C=CC=CC=2)C=CC=CC=1. The catalyst is ClCCCl.C(Cl)(Cl)Cl.O. The product is [CH3:1][O:2][C:3]([C:5]1[S:6][C:7]([C:14]2[CH:19]=[CH:18][CH:17]=[C:16]([F:20])[CH:15]=2)=[CH:8][C:9]=1[N:10]([C:22]([CH:24]1[CH2:29][CH2:28][CH:27]([CH3:30])[CH2:26][CH:25]1[O:31][C:32](=[O:34])[CH3:33])=[O:23])[CH:11]([CH3:13])[CH3:12])=[O:4]. The yield is 0.120. (2) The reactants are Br[C:2]1[N:7]=[CH:6][C:5]([CH2:8][CH2:9][S:10]([NH:13][C:14]2[CH:19]=[CH:18][CH:17]=[CH:16][C:15]=2[S:20]([NH2:23])(=[O:22])=[O:21])(=[O:12])=[O:11])=[CH:4][CH:3]=1.[C:24]([C:26]1[CH:31]=[CH:30][C:29]([C:32]([F:35])([F:34])[F:33])=[CH:28][CH:27]=1)#[CH:25]. No catalyst specified. The product is [F:33][C:32]([F:34])([F:35])[C:29]1[CH:28]=[CH:27][C:26]([C:24]#[C:25][C:2]2[N:7]=[CH:6][C:5]([CH2:8][CH2:9][S:10]([NH:13][C:14]3[CH:19]=[CH:18][CH:17]=[CH:16][C:15]=3[S:20]([NH2:23])(=[O:22])=[O:21])(=[O:12])=[O:11])=[CH:4][CH:3]=2)=[CH:31][CH:30]=1. The yield is 0.280.